This data is from Full USPTO retrosynthesis dataset with 1.9M reactions from patents (1976-2016). The task is: Predict the reactants needed to synthesize the given product. Given the product [O:13]=[C:12]([N:14]1[CH2:19][CH2:18][NH:17][CH2:16][CH2:15]1)[CH2:11][N:3]1[C:2](=[O:1])[C:10]2[C:5](=[N:6][CH:7]=[CH:8][CH:9]=2)[S:4]1, predict the reactants needed to synthesize it. The reactants are: [O:1]=[C:2]1[C:10]2[C:5](=[N:6][CH:7]=[CH:8][CH:9]=2)[S:4][N:3]1[CH2:11][C:12]([N:14]1[CH2:19][CH2:18][N:17](C(OC(C)(C)C)=O)[CH2:16][CH2:15]1)=[O:13].C(O)(C(F)(F)F)=O.